Task: Predict the product of the given reaction.. Dataset: Forward reaction prediction with 1.9M reactions from USPTO patents (1976-2016) (1) Given the reactants [NH:1]1[CH:5]=[C:4]([C:6]([OH:8])=O)[N:3]=[N:2]1.CCN(C(C)C)C(C)C.CN(C(ON1N=NC2C=CC=NC1=2)=[N+](C)C)C.F[P-](F)(F)(F)(F)F.C(OC([NH:49][C@H:50]([CH2:59][C:60]1[CH:65]=[CH:64][C:63]([C:66]2[CH:71]=[CH:70][CH:69]=[CH:68][C:67]=2[F:72])=[CH:62][CH:61]=1)[CH2:51][C@:52]([CH2:57][OH:58])([CH3:56])[C:53]([OH:55])=[O:54])=O)(C)(C)C, predict the reaction product. The product is: [F:72][C:67]1[CH:68]=[CH:69][CH:70]=[CH:71][C:66]=1[C:63]1[CH:64]=[CH:65][C:60]([CH2:59][C@@H:50]([NH:49][C:6]([C:4]2[NH:3][N:2]=[N:1][CH:5]=2)=[O:8])[CH2:51][C@:52]([CH2:57][OH:58])([CH3:56])[C:53]([OH:55])=[O:54])=[CH:61][CH:62]=1. (2) The product is: [CH2:1]([N:8]1[C:12]([C:13]2[CH:14]=[CH:15][C:16]3[O:21][CH2:20][CH2:19][CH2:18][C:17]=3[CH:22]=2)=[C:11]([Br:27])[C:10]([C:23]([F:26])([F:24])[F:25])=[N:9]1)[C:2]1[CH:7]=[CH:6][CH:5]=[CH:4][CH:3]=1. Given the reactants [CH2:1]([N:8]1[C:12]([C:13]2[CH:14]=[CH:15][C:16]3[O:21][CH2:20][CH2:19][CH2:18][C:17]=3[CH:22]=2)=[CH:11][C:10]([C:23]([F:26])([F:25])[F:24])=[N:9]1)[C:2]1[CH:7]=[CH:6][CH:5]=[CH:4][CH:3]=1.[Br:27]N1C(=O)CCC1=O.O, predict the reaction product. (3) Given the reactants [C:1]1([OH:7])[CH:6]=[CH:5][CH:4]=[CH:3][CH:2]=1.F[C:9]1[CH:16]=[CH:15][CH:14]=[CH:13][C:10]=1[CH:11]=[O:12].C([O-])([O-])=O.[K+].[K+].O, predict the reaction product. The product is: [O:7]([C:9]1[CH:16]=[CH:15][CH:14]=[CH:13][C:10]=1[CH:11]=[O:12])[C:1]1[CH:6]=[CH:5][CH:4]=[CH:3][CH:2]=1. (4) Given the reactants C(OC(=O)[NH:7][C@H:8]([C:11]1[N:15]([C:16]2[CH:21]=[CH:20][CH:19]=[CH:18][CH:17]=2)[C:14]2[CH:22]=[CH:23][CH:24]=[CH:25][C:13]=2[N:12]=1)[CH2:9][CH3:10])(C)(C)C.C(O)(C(F)(F)F)=O, predict the reaction product. The product is: [C:16]1([N:15]2[C:14]3[CH:22]=[CH:23][CH:24]=[CH:25][C:13]=3[N:12]=[C:11]2[C@@H:8]([NH2:7])[CH2:9][CH3:10])[CH:17]=[CH:18][CH:19]=[CH:20][CH:21]=1. (5) Given the reactants [NH2:1][CH:2]1[CH2:7][CH2:6][N:5]([CH2:8][C:9]2[CH:14]=[CH:13][CH:12]=[CH:11][CH:10]=2)[CH2:4][CH2:3]1.C([O-])([O-])=O.[K+].[K+].[C:21](Cl)(=[O:28])[C:22]1[CH:27]=[CH:26][CH:25]=[CH:24][CH:23]=1, predict the reaction product. The product is: [CH2:8]([N:5]1[CH2:6][CH2:7][CH:2]([NH:1][C:21](=[O:28])[C:22]2[CH:27]=[CH:26][CH:25]=[CH:24][CH:23]=2)[CH2:3][CH2:4]1)[C:9]1[CH:14]=[CH:13][CH:12]=[CH:11][CH:10]=1. (6) Given the reactants [C:1](OC(=O)C)(=[O:3])[CH3:2].[CH3:8][C:9]1[CH:13]=[C:12]([CH3:14])[N:11]([CH:15]([C:17]2[C:18]3[CH2:41][NH:40][CH2:39][CH2:38][C:19]=3[N:20]=[C:21]([NH:23][C:24]3[CH:29]=[CH:28][C:27]([N:30]4[CH:34]=[C:33]([CH3:35])[N:32]=[CH:31]4)=[C:26]([O:36][CH3:37])[CH:25]=3)[N:22]=2)[CH3:16])[N:10]=1, predict the reaction product. The product is: [CH3:8][C:9]1[CH:13]=[C:12]([CH3:14])[N:11]([CH:15]([C:17]2[C:18]3[CH2:41][N:40]([C:1](=[O:3])[CH3:2])[CH2:39][CH2:38][C:19]=3[N:20]=[C:21]([NH:23][C:24]3[CH:29]=[CH:28][C:27]([N:30]4[CH:34]=[C:33]([CH3:35])[N:32]=[CH:31]4)=[C:26]([O:36][CH3:37])[CH:25]=3)[N:22]=2)[CH3:16])[N:10]=1.